This data is from Peptide-MHC class I binding affinity with 185,985 pairs from IEDB/IMGT. The task is: Regression. Given a peptide amino acid sequence and an MHC pseudo amino acid sequence, predict their binding affinity value. This is MHC class I binding data. (1) The peptide sequence is RSFEIKKLW. The MHC is Mamu-A01 with pseudo-sequence Mamu-A01. The binding affinity (normalized) is 0.142. (2) The binding affinity (normalized) is 0.933. The peptide sequence is LTIPPTAGI. The MHC is HLA-A68:02 with pseudo-sequence HLA-A68:02. (3) The peptide sequence is QATQEVKNW. The MHC is HLA-B58:01 with pseudo-sequence HLA-B58:01. The binding affinity (normalized) is 0.457.